This data is from Reaction yield outcomes from USPTO patents with 853,638 reactions. The task is: Predict the reaction yield, written as a fraction of the theoretical maximum amount of product (1.0 means a 100% yield; for example, 0.34 means a 34% yield). (1) The catalyst is S(=O)(=O)(O)O.O. The yield is 0.890. The product is [OH:13][C:2]1[CH:3]=[C:4]([S:8]([NH2:11])(=[O:10])=[O:9])[CH:5]=[CH:6][CH:7]=1. The reactants are N[C:2]1[CH:3]=[C:4]([S:8]([NH2:11])(=[O:10])=[O:9])[CH:5]=[CH:6][CH:7]=1.N([O-])=[O:13].[Na+]. (2) The reactants are [C:1]([C:5]1[CH:44]=[CH:43][C:8]([C:9]([NH:11][C@@H:12]([CH2:17][C:18]2[CH:23]=[CH:22][C:21]([C:24]3[N:28]=[C:27]([C:29]4[CH:34]=[CH:33][C:32]([O:35][CH2:36][CH2:37][CH2:38][CH2:39][CH2:40][CH2:41][CH3:42])=[CH:31][CH:30]=4)[O:26][N:25]=3)=[CH:20][CH:19]=2)[C:13]([O:15]C)=[O:14])=[O:10])=[CH:7][CH:6]=1)([CH3:4])([CH3:3])[CH3:2].[OH-].[Na+]. The catalyst is CO. The product is [C:1]([C:5]1[CH:44]=[CH:43][C:8]([C:9]([NH:11][C@@H:12]([CH2:17][C:18]2[CH:23]=[CH:22][C:21]([C:24]3[N:28]=[C:27]([C:29]4[CH:30]=[CH:31][C:32]([O:35][CH2:36][CH2:37][CH2:38][CH2:39][CH2:40][CH2:41][CH3:42])=[CH:33][CH:34]=4)[O:26][N:25]=3)=[CH:20][CH:19]=2)[C:13]([OH:15])=[O:14])=[O:10])=[CH:7][CH:6]=1)([CH3:3])([CH3:2])[CH3:4]. The yield is 0.310. (3) The reactants are [NH2:1][C:2]1[CH:7]=[CH:6][C:5]([O:8][C:9]([F:12])([F:11])[F:10])=[CH:4][C:3]=1[C:13]([C:15]1[CH:20]=[CH:19][CH:18]=[C:17]([Cl:21])[CH:16]=1)=O.[F:22][C:23]([F:31])([F:30])[C:24](=[O:29])[CH2:25][C:26](=O)[CH3:27].C(O)(C)C. The catalyst is CCCCCCC.C(OCC)(=O)C. The product is [Cl:21][C:17]1[CH:16]=[C:15]([C:13]2[C:3]3[C:2](=[CH:7][CH:6]=[C:5]([O:8][C:9]([F:12])([F:11])[F:10])[CH:4]=3)[N:1]=[C:26]([CH3:27])[C:25]=2[C:24](=[O:29])[C:23]([F:31])([F:30])[F:22])[CH:20]=[CH:19][CH:18]=1. The yield is 0.580.